From a dataset of Experimentally validated miRNA-target interactions with 360,000+ pairs, plus equal number of negative samples. Binary Classification. Given a miRNA mature sequence and a target amino acid sequence, predict their likelihood of interaction. (1) The miRNA is hsa-miR-3191-3p with sequence UGGGGACGUAGCUGGCCAGACAG. The protein sequence of the target gene is MFLEMLNPMQYNVTIMVPETVTVSAMPLLLIMGLLLLIWNCESSSSIPGPGYCLGIGPLISHGRFLWMGIGSACNYYNKMYGEFMRVWISGEETLIISKSSSMFHVMKHSHYISRFGSKRGLQCIGMHENGIIFNNNPSLWRTIRPFFMKALTGPGLVRMVEVCVESIKQHLDRLGEVTDTSGYVDVLTLMRHIMLDTSNMLFLGIPLDESAIVKKIQGYFNAWQALLIKPNIFFKISWLYRKYERSVKDLKDEIAVLVEKKRHKVSTAEKLEDCMDFATDLIFAERRGDLTKENVNQCI.... Result: 0 (no interaction). (2) The miRNA is mmu-miR-6953-5p with sequence AAGGGGCAGGGGCAGGGAUUCAAGUG. The protein sequence of the target gene is MAHLLGSQACMDSLRKDLTDLQGTIVDVFSRAGPVRFPSWKFPDRVACDLDMVALLEHYDHVPGDPEFTQLSHAVLLELVIDRLLLLLQSCASYLENLSVEQMMPPARAAGPCMSVGLTVRRFWSNLLRLGLLYQQAVPQKRANQGEISITKPTAKGEPARSPECMTAKFIKPPSPVPGLPLICQGLQSIPVRVSLRSPGGTSEKTKSVYSQTVETALVPCDACTSVQGSLWEVGKVVISLCQSQNLPSSLGQFQKLVKDSLGLKPLPAATVGHWAAEQSKDLTRLNKHVGALTQLVGPL.... Result: 0 (no interaction). (3) The miRNA is hsa-miR-335-3p with sequence UUUUUCAUUAUUGCUCCUGACC. The protein sequence of the target gene is MKCFFPVLSCLAVLGVVSAQRQVTVQEGPLYRTEGSHITIWCNVSGYQGPSEQNFQWSIYLPSSPEREVQIVSTMDSSFPYAIYTQRVRGGKIFIERVQGNSTLLHITDLQARDAGEYECHTPSTDKQYFGSYSAKMNLVVIPDSLQTTAMPQTLHRVEQDPLELTCEVASETIQHSHLSVAWLRQKVGEKPVEVISLSRDFMLHSSSEYAQRQSLGEVRLDKLGRTTFRLTIFHLQPSDQGEFYCEAAEWIQDPDGSWYAMTRKRSEGAVVNVQPTDKEFTVRLETEKRLHTVGEPVEF.... Result: 0 (no interaction). (4) The miRNA is hsa-miR-214-3p with sequence ACAGCAGGCACAGACAGGCAGU. The protein sequence of the target gene is MSSSVEQKKGPTRQRKCGFCKSNRDKECGQLLISENQKVAAHHKCMLFSSALVSSHSDNESLGGFSIEDVQKEIKRGTKLMCSLCHCPGATIGCDVKTCHRTYHYHCALHDKAQIREKPSQGIYMVYCRKHKKTAHNSEADLEESFNEHELEPSSPKSKKKSRKGRPRKTNFKGLSEDTRSTSSHGTDEMESSSYRDRSPHRSSPSDTRPKCGFCHVGEEENEARGKLHIFNAKKAAAHYKCMLFSSGTVQLTTTSRAEFGDFDIKTVLQEIKRGKRMKCTLCSQPGATIGCEIKACVKT.... Result: 0 (no interaction). (5) The miRNA is hsa-miR-511-3p with sequence AAUGUGUAGCAAAAGACAGA. The protein sequence of the target gene is MKPAMETAAEENTEQSQERKVNSRAEMEIGRYHWMYPGSKNHQYRPVPNLGDRAGPLSSPGCFECCIKCLGGVPYASLVATILCFSGVALFCGCGHVALAGTVAILEQHFSTNTSDHALLSEVIQLMQYVIYGIASFFFLYGIILLAEGFYTTSAVKELHGEFKTTACGRCISGMFVFLTYVLGVAWLGVFGFSAVPVFMFYNIWSTCEVIKSPQSNGTSGVEQICVDVRQYGIIPWNAFPGKICGSALENICNTNEFYMSYHLFIVACAGAGATVIALIHFLMILSSNWAYLKDASKMQ.... Result: 0 (no interaction). (6) Result: 1 (interaction). The miRNA is hsa-miR-548o-5p with sequence AAAAGUAAUUGCGGUUUUUGCC. The protein sequence of the target gene is MTATVENLTFQKDTLGNAVDKNTSRLELRSYSLAGRHGSTEPLVLAWSSQFRRLTWGCALDALHRSPCVAASQHGVTHLIRSSRTPHSTRCRKEDAQPGHHGNGAASVTAQARGQRSVLQVPLPVPRSCLFSESFVVSVSSQSRFLASVPGTGVQRSTAADMAASTAAGKQRIPKVAKVKNKAPAEVQITAEQLLREAKERELELLPPPPQQKITDEEELNDYKLRKRKTFEDNIRKNRTVISNWIKYAQWEESLKEIQRARSIYERALDVDYRNITLWLKYAEMEMKNRQVNHARNIWD.... (7) The miRNA is mmu-miR-1198-5p with sequence UAUGUGUUCCUGGCUGGCUUGG. The protein sequence of the target gene is MDLEAVCKRSALHAKPQGLILQYGTAGFRTNAQHLDHIMFRMGLLAVLRSKQTRSTIGVMVTASHNPEEDNGVKLVDPLGEMLAPSWEEHATCLASAEEQDVRQVLAAIVEKEAVDLTQTAFVVIARDTRPSSEKLSQSVIDGVTVLGGQFHDYGLLTTPQLHYMVYCRNSGGRYGQATVEGYCQKLSKAFVDLTNQVSCSGDVKRSVKVDCANGIGALKLREMEHYFSRGLSVLLFNDGTQGRLNHLCGADFVKSQQKPPQGIEMKSGERCCSFDGDADRIVYYYCDADGHFHLIDGDK.... Result: 1 (interaction).